From a dataset of Forward reaction prediction with 1.9M reactions from USPTO patents (1976-2016). Predict the product of the given reaction. Given the reactants [NH2:1][C:2]1[C:9]([NH:10][CH3:11])=[CH:8][C:5]([C:6]#[N:7])=[C:4]([Br:12])[CH:3]=1.[CH:13](=O)[C:14]1[CH:19]=[CH:18][CH:17]=[N:16][CH:15]=1.OOS([O-])=O.[K+], predict the reaction product. The product is: [Br:12][C:4]1[C:5]([C:6]#[N:7])=[CH:8][C:9]2[N:10]([CH3:11])[C:13]([C:14]3[CH:15]=[N:16][CH:17]=[CH:18][CH:19]=3)=[N:1][C:2]=2[CH:3]=1.